This data is from Catalyst prediction with 721,799 reactions and 888 catalyst types from USPTO. The task is: Predict which catalyst facilitates the given reaction. (1) Reactant: [CH3:1][C:2]1[CH:7]=[CH:6][C:5]([C:8]2[CH:13]=[C:12]([C:14]([N:16]3[CH2:20][CH2:19][CH2:18][CH2:17]3)=[O:15])[CH:11]=[C:10]([C:21](O)=[O:22])[CH:9]=2)=[CH:4][CH:3]=1.[N:24]1[C:33]2[C:28](=[CH:29][CH:30]=[C:31]([CH2:34][NH2:35])[CH:32]=2)[CH:27]=[CH:26][CH:25]=1.F[P-](F)(F)(F)(F)F.C[N+](C)=C(N(C)C)ON1C2N=CC=CC=2N=N1.C(N(CC)C(C)C)(C)C. Product: [CH3:1][C:2]1[CH:3]=[CH:4][C:5]([C:8]2[CH:13]=[C:12]([C:14]([N:16]3[CH2:20][CH2:19][CH2:18][CH2:17]3)=[O:15])[CH:11]=[C:10]([C:21]([NH:35][CH2:34][C:31]3[CH:32]=[C:33]4[C:28]([CH:27]=[CH:26][CH:25]=[N:24]4)=[CH:29][CH:30]=3)=[O:22])[CH:9]=2)=[CH:6][CH:7]=1. The catalyst class is: 9. (2) Reactant: C([O:3][C:4](=[O:25])[CH2:5][CH:6]1[O:10][B:9]([OH:11])[C:8]2[CH:12]=[C:13]([O:17][C:18]3[N:19]=[N:20][C:21]([Cl:24])=[CH:22][CH:23]=3)[CH:14]=[C:15]([CH3:16])[C:7]1=2)C.[Li+].[OH-].Cl. Product: [Cl:24][C:21]1[N:20]=[N:19][C:18]([O:17][C:13]2[CH:14]=[C:15]([CH3:16])[C:7]3[CH:6]([CH2:5][C:4]([OH:25])=[O:3])[O:10][B:9]([OH:11])[C:8]=3[CH:12]=2)=[CH:23][CH:22]=1. The catalyst class is: 731. (3) Reactant: [C:1]([C:4]1[S:8][C:7]([N:9]2[CH2:13][CH2:12][N:11]([CH2:14][C:15]3[CH:20]=[CH:19][C:18]([F:21])=[CH:17][CH:16]=3)[C:10]2=[O:22])=[N:6][C:5]=1[CH3:23])(=O)[CH3:2].COC(OC)[N:27]([CH3:29])C.O.[NH2:33]N. Product: [F:21][C:18]1[CH:19]=[CH:20][C:15]([CH2:14][N:11]2[CH2:12][CH2:13][N:9]([C:7]3[S:8][C:4]([C:1]4[CH:2]=[CH:29][NH:27][N:33]=4)=[C:5]([CH3:23])[N:6]=3)[C:10]2=[O:22])=[CH:16][CH:17]=1. The catalyst class is: 9. (4) Reactant: ClC1C2N=C(C3C=CC(F)=CC=3)C=CC=2N=CN=1.[O:19]([C:26]1[C:27]2[N:35]=[C:34]([C:36]3[CH:41]=[CH:40][C:39]([F:42])=[CH:38][CH:37]=3)[CH:33]=[CH:32][C:28]=2[N:29]=[CH:30][N:31]=1)[C:20]1C=CC=C[CH:21]=1. Product: [CH2:20]([O:19][C:26]1[C:27]2[N:35]=[C:34]([C:36]3[CH:41]=[CH:40][C:39]([F:42])=[CH:38][CH:37]=3)[CH:33]=[CH:32][C:28]=2[N:29]=[CH:30][N:31]=1)[CH3:21]. The catalyst class is: 8. (5) Product: [F:19][C:20]([F:29])([F:30])[O:21][C:22]1[CH:23]=[CH:24][C:25]([NH:26][C:4](=[O:6])[C:3]2[CH:7]=[C:8]([N+:16]([O-:18])=[O:17])[C:9]([NH:11][CH2:12][CH:13]([F:15])[F:14])=[CH:10][C:2]=2[Cl:1])=[CH:27][CH:28]=1. The catalyst class is: 2. Reactant: [Cl:1][C:2]1[CH:10]=[C:9]([NH:11][CH2:12][CH:13]([F:15])[F:14])[C:8]([N+:16]([O-:18])=[O:17])=[CH:7][C:3]=1[C:4]([OH:6])=O.[F:19][C:20]([F:30])([F:29])[O:21][C:22]1[CH:28]=[CH:27][C:25]([NH2:26])=[CH:24][CH:23]=1.ClC(N(C)C)=C(C)C.CCN(C(C)C)C(C)C. (6) Reactant: [Cl:1][C:2]1[CH:14]=[C:13]([Cl:15])[C:12]([O:16][C:17]2[N:21]([CH3:22])[N:20]=[C:19]([CH3:23])[C:18]=2[C:24]2[CH:28]=[C:27]([Si](C)(C)C)[O:26][N:25]=2)=[CH:11][C:3]=1[O:4][C@@H:5]([CH3:10])[C:6]([O:8][CH3:9])=[O:7].C(#N)C.[F-].[Cs+]. Product: [Cl:1][C:2]1[CH:14]=[C:13]([Cl:15])[C:12]([O:16][C:17]2[N:21]([CH3:22])[N:20]=[C:19]([CH3:23])[C:18]=2[C:24]2[CH:28]=[CH:27][O:26][N:25]=2)=[CH:11][C:3]=1[O:4][C@@H:5]([CH3:10])[C:6]([O:8][CH3:9])=[O:7]. The catalyst class is: 8. (7) Reactant: C([NH:4][C:5]1[C:19]([N+:20]([O-:22])=[O:21])=[CH:18][C:8]([O:9][CH2:10][CH2:11][CH2:12][C:13]([O:15]CC)=[O:14])=[CH:7][C:6]=1[CH3:23])(=O)C.[OH-].[Na+].Cl. Product: [NH2:4][C:5]1[C:19]([N+:20]([O-:22])=[O:21])=[CH:18][C:8]([O:9][CH2:10][CH2:11][CH2:12][C:13]([OH:15])=[O:14])=[CH:7][C:6]=1[CH3:23]. The catalyst class is: 14. (8) Reactant: CC1C=CC(S(O[CH2:12][C@@:13]2([CH2:36][F:37])[C@@H:17]([OH:18])[C@@H:16]([OH:19])[C@H:15]([N:20]3[CH:28]=[N:27][C:26]4[C:21]3=[N:22][C:23]([O:30][CH:31]3[CH2:35][CH2:34][CH2:33][CH2:32]3)=[N:24][C:25]=4[NH2:29])[O:14]2)(=O)=O)=CC=1.[F-:38].C([N+](CCCC)(CCCC)CCCC)CCC. Product: [NH2:29][C:25]1[N:24]=[C:23]([O:30][CH:31]2[CH2:32][CH2:33][CH2:34][CH2:35]2)[N:22]=[C:21]2[C:26]=1[N:27]=[CH:28][N:20]2[C@@H:15]1[O:14][C:13]([CH2:12][F:38])([CH2:36][F:37])[C@@H:17]([OH:18])[C@H:16]1[OH:19]. The catalyst class is: 7. (9) Reactant: C(N(CC)CC)C.[CH3:8][C:9]1([CH3:23])[C:13]([CH3:15])([CH3:14])[O:12][B:11]([C:16]2[CH:21]=[CH:20][C:19]([NH2:22])=[CH:18][CH:17]=2)[O:10]1.Cl[C:25](Cl)([O:27][C:28](=[O:34])OC(Cl)(Cl)Cl)Cl.[N:36]1[CH:41]=[CH:40][CH:39]=[C:38](CO)[CH:37]=1. Product: [CH3:15][C:13]1([CH3:14])[C:9]([CH3:23])([CH3:8])[O:10][B:11]([C:16]2[CH:21]=[CH:20][C:19]([NH:22][C:28](=[O:34])[O:27][CH2:25][C:38]3[CH:37]=[N:36][CH:41]=[CH:40][CH:39]=3)=[CH:18][CH:17]=2)[O:12]1. The catalyst class is: 1. (10) Product: [CH2:12]([O:1][C:2]1[CH:3]=[C:4]2[C:8](=[CH:9][CH:10]=1)[C:7](=[O:11])[CH2:6][CH2:5]2)[C:13]1[CH:18]=[CH:17][CH:16]=[CH:15][CH:14]=1. Reactant: [OH:1][C:2]1[CH:3]=[C:4]2[C:8](=[CH:9][CH:10]=1)[C:7](=[O:11])[CH2:6][CH2:5]2.[CH2:12](O)[C:13]1[CH:18]=[CH:17][CH:16]=[CH:15][CH:14]=1.C(P(CCCC)CCCC)CCC.N(C(N1CCCCC1)=O)=NC(N1CCCCC1)=O. The catalyst class is: 188.